From a dataset of hERG Central: cardiac toxicity at 1µM, 10µM, and general inhibition. Predict hERG channel inhibition at various concentrations. (1) The drug is CCOC(=O)c1cc(CC)sc1NC(=O)CN1CCN(C(=O)c2ccco2)CC1. Results: hERG_inhib (hERG inhibition (general)): blocker. (2) The drug is CN1CCN(c2ccc(S(=O)(=O)N3CCCCC3)cc2NC(=O)c2ccc(F)cc2F)CC1. Results: hERG_inhib (hERG inhibition (general)): blocker. (3) The drug is Cl.O.O=C1C2CCCCN2C(=O)N1CCCCN1CCN(c2ccccc2Oc2ccccc2)CC1. Results: hERG_inhib (hERG inhibition (general)): blocker. (4) The drug is O=C(NCC1(N2CCOCC2)CCCCC1)c1ccc(Cl)c(S(=O)(=O)NCc2ccco2)c1. Results: hERG_inhib (hERG inhibition (general)): blocker. (5) The drug is CCOC(=O)C1CCCN(S(=O)(=O)c2ccc3c4c(cccc24)C(=O)N3CC)C1. Results: hERG_inhib (hERG inhibition (general)): blocker. (6) The compound is COC(=O)c1ccc(-c2noc(CN(Cc3ccccn3)CC3CCCO3)n2)cc1. Results: hERG_inhib (hERG inhibition (general)): blocker. (7) The molecule is COc1ccc(S(=O)(=O)N2CCN(c3ccc4nnc(-c5ccccc5)n4n3)CC2)cc1. Results: hERG_inhib (hERG inhibition (general)): blocker.